Dataset: Tyrosyl-DNA phosphodiesterase HTS with 341,365 compounds. Task: Binary Classification. Given a drug SMILES string, predict its activity (active/inactive) in a high-throughput screening assay against a specified biological target. (1) The molecule is S1C2(N(C(C1)C(=O)Nc1sc(nn1)CC(C)C)C(=O)CC2)C. The result is 0 (inactive). (2) The compound is O=C(N1CCN(CC1)c1ccc(OC)cc1)CCc1onc(n1)c1ccc(cc1)C. The result is 0 (inactive).